Dataset: Catalyst prediction with 721,799 reactions and 888 catalyst types from USPTO. Task: Predict which catalyst facilitates the given reaction. (1) Reactant: [CH3:1][O:2][C:3](=[O:9])[C:4]([CH3:8])([CH3:7])[CH2:5][NH2:6].[C:10]1(=O)[CH2:14][CH2:13][CH2:12][CH2:11]1.C([O-])(=O)C.[Na+].C(O[BH-](OC(=O)C)OC(=O)C)(=O)C.[Na+]. Product: [CH3:1][O:2][C:3](=[O:9])[C:4]([CH3:8])([CH3:7])[CH2:5][NH:6][CH:10]1[CH2:14][CH2:13][CH2:12][CH2:11]1. The catalyst class is: 4. (2) Reactant: [O-]P([O-])([O-])=O.[K+].[K+].[K+].[CH2:9]([O:11][C:12]([C:14]1[NH:15][C:16]2[C:21]([CH:22]=1)=[CH:20][C:19]([O:23][CH2:24][C:25]1[CH:30]=[CH:29][CH:28]=[CH:27][CH:26]=1)=[CH:18][CH:17]=2)=[O:13])[CH3:10].[CH:31]([O:34][C:35]1[CH:40]=[CH:39][C:38](Br)=[CH:37][CH:36]=1)([CH3:33])[CH3:32].CNCCNC.[NH4+].[Cl-]. Product: [CH2:9]([O:11][C:12]([C:14]1[N:15]([C:38]2[CH:39]=[CH:40][C:35]([O:34][CH:31]([CH3:33])[CH3:32])=[CH:36][CH:37]=2)[C:16]2[C:21]([CH:22]=1)=[CH:20][C:19]([O:23][CH2:24][C:25]1[CH:30]=[CH:29][CH:28]=[CH:27][CH:26]=1)=[CH:18][CH:17]=2)=[O:13])[CH3:10]. The catalyst class is: 432.